From a dataset of Forward reaction prediction with 1.9M reactions from USPTO patents (1976-2016). Predict the product of the given reaction. (1) Given the reactants [CH2:1]([O:3][CH2:4][CH2:5][O:6][C:7]1[CH:12]=[CH:11][C:10]([C:13]2[CH:18]=[CH:17][C:16]([S:19]([C:22]3([C:28]([NH:30][O:31]C4CCCCO4)=[O:29])[CH2:27][CH2:26][O:25][CH2:24][CH2:23]3)(=[O:21])=[O:20])=[CH:15][CH:14]=2)=[CH:9][CH:8]=1)[CH3:2].Cl.CCOCC, predict the reaction product. The product is: [CH2:1]([O:3][CH2:4][CH2:5][O:6][C:7]1[CH:8]=[CH:9][C:10]([C:13]2[CH:14]=[CH:15][C:16]([S:19]([C:22]3([C:28]([NH:30][OH:31])=[O:29])[CH2:23][CH2:24][O:25][CH2:26][CH2:27]3)(=[O:20])=[O:21])=[CH:17][CH:18]=2)=[CH:11][CH:12]=1)[CH3:2]. (2) Given the reactants Br[C:2]1[CH:3]=[C:4]2[C:9](=[C:10]([C:15]#[N:16])[C:11]=1N(C)C)[N:8]=[C:7](CO[Si](C(C)(C)C)(C)C)[CH:6]=[CH:5]2.C(NCC)C.C[Si](C#C)(C)C, predict the reaction product. The product is: [N:8]1[C:9]2[C:4](=[CH:3][CH:2]=[CH:11][C:10]=2[C:15]#[N:16])[CH:5]=[CH:6][CH:7]=1. (3) Given the reactants C(O)(C(F)(F)F)=O.[CH3:8][C:9]1[CH:14]=[CH:13][N:12]=[CH:11][C:10]=1[N:15]1[CH2:19][CH2:18][N:17]([C:20]2[CH:21]=[C:22]3[C:26](=[CH:27][CH:28]=2)[N:25](COCC[Si](C)(C)C)[N:24]=[CH:23]3)[C:16]1=[O:37].CO, predict the reaction product. The product is: [NH:25]1[C:26]2[C:22](=[CH:21][C:20]([N:17]3[CH2:18][CH2:19][N:15]([C:10]4[CH:11]=[N:12][CH:13]=[CH:14][C:9]=4[CH3:8])[C:16]3=[O:37])=[CH:28][CH:27]=2)[CH:23]=[N:24]1.